From a dataset of NCI-60 drug combinations with 297,098 pairs across 59 cell lines. Regression. Given two drug SMILES strings and cell line genomic features, predict the synergy score measuring deviation from expected non-interaction effect. (1) Drug 1: C1=CC=C(C(=C1)C(C2=CC=C(C=C2)Cl)C(Cl)Cl)Cl. Drug 2: CN(CCCl)CCCl.Cl. Cell line: HCT-15. Synergy scores: CSS=40.5, Synergy_ZIP=-4.67, Synergy_Bliss=-0.627, Synergy_Loewe=-28.7, Synergy_HSA=0.342. (2) Drug 1: C1=CC(=C2C(=C1NCCNCCO)C(=O)C3=C(C=CC(=C3C2=O)O)O)NCCNCCO. Drug 2: CC1=C(N=C(N=C1N)C(CC(=O)N)NCC(C(=O)N)N)C(=O)NC(C(C2=CN=CN2)OC3C(C(C(C(O3)CO)O)O)OC4C(C(C(C(O4)CO)O)OC(=O)N)O)C(=O)NC(C)C(C(C)C(=O)NC(C(C)O)C(=O)NCCC5=NC(=CS5)C6=NC(=CS6)C(=O)NCCC[S+](C)C)O. Cell line: HS 578T. Synergy scores: CSS=31.3, Synergy_ZIP=-2.37, Synergy_Bliss=-4.09, Synergy_Loewe=-2.88, Synergy_HSA=0.869.